From a dataset of Forward reaction prediction with 1.9M reactions from USPTO patents (1976-2016). Predict the product of the given reaction. Given the reactants [F:1][C:2]1[CH:3]=[C:4]([C:13]2[CH:18]=[CH:17][C:16]([O:19]C)=[CH:15][CH:14]=2)[CH:5]=[C:6]2[C:11]=1[CH:10]=[C:9]([OH:12])[CH:8]=[CH:7]2.B(Br)(Br)Br, predict the reaction product. The product is: [F:1][C:2]1[CH:3]=[C:4]([C:13]2[CH:14]=[CH:15][C:16]([OH:19])=[CH:17][CH:18]=2)[CH:5]=[C:6]2[C:11]=1[CH:10]=[C:9]([OH:12])[CH:8]=[CH:7]2.